The task is: Predict the reactants needed to synthesize the given product.. This data is from Full USPTO retrosynthesis dataset with 1.9M reactions from patents (1976-2016). (1) Given the product [Cl:4][C:5]1[N:6]=[CH:7][C:8]2[CH:13]=[C:12]([C:14]([N:22]([CH3:23])[CH3:21])=[O:15])[N:11]([CH:16]3[CH2:17][CH2:18][CH2:19][CH2:20]3)[C:9]=2[N:10]=1, predict the reactants needed to synthesize it. The reactants are: [C-]#N.[Na+].[Cl:4][C:5]1[N:6]=[CH:7][C:8]2[CH:13]=[C:12]([CH2:14][OH:15])[N:11]([CH:16]3[CH2:20][CH2:19][CH2:18][CH2:17]3)[C:9]=2[N:10]=1.[CH3:21][NH:22][CH3:23].CN(C)C=O. (2) Given the product [NH:16]1[C:17]2=[N:18][CH:19]=[CH:20][CH:21]=[C:22]2[C:14]([CH2:9][C:10]([O:12][CH3:13])=[O:11])=[CH:15]1, predict the reactants needed to synthesize it. The reactants are: C([SiH](CC)CC)C.O=[C:9]([C:14]1[C:22]2[C:17](=[N:18][CH:19]=[CH:20][CH:21]=2)[NH:16][CH:15]=1)[C:10]([O:12][CH3:13])=[O:11]. (3) Given the product [CH3:3][C:4]1[CH:5]=[CH:6][C:9]2[C:14](=[C:13]([OH:29])[CH:12]=[CH:11][CH:10]=2)[N:23]=1, predict the reactants needed to synthesize it. The reactants are: CO[C:3]1C=C[C:6]([C:9]2[C:14]3OC4C=CC=CC=4[C:13]=3[CH:12]=[CH:11][CH:10]=2)=[CH:5][CH:4]=1.Cl.[NH+:23]1C=CC=CC=1.[OH2:29].